From a dataset of Full USPTO retrosynthesis dataset with 1.9M reactions from patents (1976-2016). Predict the reactants needed to synthesize the given product. Given the product [Br:11][C:8]1[CH:9]=[CH:10][C:5]([CH:3]([OH:4])[CH2:2][NH:1][C:16](=[O:17])[CH2:15][Cl:14])=[CH:6][CH:7]=1, predict the reactants needed to synthesize it. The reactants are: [NH2:1][CH2:2][CH:3]([C:5]1[CH:10]=[CH:9][C:8]([Br:11])=[CH:7][CH:6]=1)[OH:4].[OH-].[Na+].[Cl:14][CH2:15][C:16](Cl)=[O:17].